Dataset: Full USPTO retrosynthesis dataset with 1.9M reactions from patents (1976-2016). Task: Predict the reactants needed to synthesize the given product. (1) Given the product [C:37]([C:34]1[CH:35]=[CH:36][C:29]2[O:28][C:27]([C:25]([NH:24][C:21]3[CH:20]=[CH:19][C:18]([C:15]4[CH:14]=[CH:13][C:12]([S:9]([NH:8][C@@H:4]([CH:5]([CH3:7])[CH3:6])[C:3]([OH:42])=[O:2])(=[O:10])=[O:11])=[CH:17][CH:16]=4)=[CH:23][CH:22]=3)=[O:26])=[C:31]([CH3:32])[C:30]=2[C:33]=1[O:40][CH3:41])(=[O:39])[CH3:38], predict the reactants needed to synthesize it. The reactants are: C[O:2][C:3](=[O:42])[C@@H:4]([NH:8][S:9]([C:12]1[CH:17]=[CH:16][C:15]([C:18]2[CH:23]=[CH:22][C:21]([NH:24][C:25]([C:27]3[O:28][C:29]4[CH:36]=[CH:35][C:34]([C:37](=[O:39])[CH3:38])=[C:33]([O:40][CH3:41])[C:30]=4[C:31]=3[CH3:32])=[O:26])=[CH:20][CH:19]=2)=[CH:14][CH:13]=1)(=[O:11])=[O:10])[CH:5]([CH3:7])[CH3:6].[Li+].[OH-]. (2) Given the product [C:1]([N:5]1[CH:9]=[C:8]([NH:10][C:11]([NH:13][C:14]2[CH:19]=[C:18]([C:20]3[C:31](=[O:32])[N:30]([CH3:33])[C:23]4[N:24]=[C:25]([NH:37][CH3:36])[N:26]=[CH:27][C:22]=4[CH:21]=3)[C:17]([F:34])=[CH:16][C:15]=2[F:35])=[O:12])[CH:7]=[N:6]1)([CH3:4])([CH3:3])[CH3:2], predict the reactants needed to synthesize it. The reactants are: [C:1]([N:5]1[CH:9]=[C:8]([NH:10][C:11]([NH:13][C:14]2[CH:19]=[C:18]([C:20]3[C:31](=[O:32])[N:30]([CH3:33])[C:23]4[N:24]=[C:25](SC)[N:26]=[CH:27][C:22]=4[CH:21]=3)[C:17]([F:34])=[CH:16][C:15]=2[F:35])=[O:12])[CH:7]=[N:6]1)([CH3:4])([CH3:3])[CH3:2].[CH3:36][NH2:37].C1COCC1.